Regression. Given a peptide amino acid sequence and an MHC pseudo amino acid sequence, predict their binding affinity value. This is MHC class I binding data. From a dataset of Peptide-MHC class I binding affinity with 185,985 pairs from IEDB/IMGT. (1) The peptide sequence is KRFYQTVGF. The MHC is HLA-A26:03 with pseudo-sequence HLA-A26:03. The binding affinity (normalized) is 0.0847. (2) The peptide sequence is LPADPASVL. The MHC is HLA-A29:02 with pseudo-sequence HLA-A29:02. The binding affinity (normalized) is 0.354. (3) The peptide sequence is LRAPHVSEK. The MHC is Mamu-B08 with pseudo-sequence Mamu-B08. The binding affinity (normalized) is 0.705. (4) The peptide sequence is KRFYQTVGF. The MHC is HLA-A02:01 with pseudo-sequence HLA-A02:01. The binding affinity (normalized) is 0.0847. (5) The peptide sequence is LSTYAVRITWY. The MHC is Mamu-B52 with pseudo-sequence Mamu-B52. The binding affinity (normalized) is 0.233. (6) The peptide sequence is YTVKKPNL. The MHC is H-2-Db with pseudo-sequence H-2-Db. The binding affinity (normalized) is 0. (7) The peptide sequence is KQRKPGGPW. The MHC is HLA-B15:01 with pseudo-sequence HLA-B15:01. The binding affinity (normalized) is 0.706. (8) The peptide sequence is NPTQAPVIQLHAVY. The MHC is HLA-B08:01 with pseudo-sequence HLA-B08:01. The binding affinity (normalized) is 0.289. (9) The peptide sequence is LLPRVVGGK. The MHC is HLA-A31:01 with pseudo-sequence HLA-A31:01. The binding affinity (normalized) is 0.168. (10) The peptide sequence is STQQNKLVIR. The MHC is HLA-A33:01 with pseudo-sequence HLA-A33:01. The binding affinity (normalized) is 0.223.